This data is from Merck oncology drug combination screen with 23,052 pairs across 39 cell lines. The task is: Regression. Given two drug SMILES strings and cell line genomic features, predict the synergy score measuring deviation from expected non-interaction effect. Drug 1: CN1C(=O)C=CC2(C)C3CCC4(C)C(NC(=O)OCC(F)(F)F)CCC4C3CCC12. Drug 2: CC1CC2C3CCC4=CC(=O)C=CC4(C)C3(F)C(O)CC2(C)C1(O)C(=O)CO. Cell line: EFM192B. Synergy scores: synergy=-22.7.